Dataset: NCI-60 drug combinations with 297,098 pairs across 59 cell lines. Task: Regression. Given two drug SMILES strings and cell line genomic features, predict the synergy score measuring deviation from expected non-interaction effect. (1) Drug 2: CN1C(=O)N2C=NC(=C2N=N1)C(=O)N. Cell line: MCF7. Synergy scores: CSS=14.7, Synergy_ZIP=2.95, Synergy_Bliss=4.33, Synergy_Loewe=-37.2, Synergy_HSA=0.275. Drug 1: CCC1=CC2CC(C3=C(CN(C2)C1)C4=CC=CC=C4N3)(C5=C(C=C6C(=C5)C78CCN9C7C(C=CC9)(C(C(C8N6C)(C(=O)OC)O)OC(=O)C)CC)OC)C(=O)OC.C(C(C(=O)O)O)(C(=O)O)O. (2) Drug 2: C1=CC(=CC=C1CC(C(=O)O)N)N(CCCl)CCCl.Cl. Drug 1: CC1=C2C(C(=O)C3(C(CC4C(C3C(C(C2(C)C)(CC1OC(=O)C(C(C5=CC=CC=C5)NC(=O)OC(C)(C)C)O)O)OC(=O)C6=CC=CC=C6)(CO4)OC(=O)C)OC)C)OC. Cell line: HOP-92. Synergy scores: CSS=38.2, Synergy_ZIP=1.30, Synergy_Bliss=3.30, Synergy_Loewe=-1.98, Synergy_HSA=7.28.